Dataset: Forward reaction prediction with 1.9M reactions from USPTO patents (1976-2016). Task: Predict the product of the given reaction. (1) Given the reactants I[C:2]1[C:6]([CH2:7][C:8]2([N:21]=[C:22]=[O:23])[CH2:13][CH2:12][N:11]([C:14]([O:16][C:17]([CH3:20])([CH3:19])[CH3:18])=[O:15])[CH2:10][CH2:9]2)=[CH:5][N:4]([CH:24]([CH3:26])[CH3:25])[N:3]=1.C([Li])(C)(C)C, predict the reaction product. The product is: [CH:24]([N:4]1[CH:5]=[C:6]2[C:2]([C:22](=[O:23])[NH:21][C:8]3([CH2:13][CH2:12][N:11]([C:14]([O:16][C:17]([CH3:20])([CH3:19])[CH3:18])=[O:15])[CH2:10][CH2:9]3)[CH2:7]2)=[N:3]1)([CH3:26])[CH3:25]. (2) Given the reactants C([NH:4][C:5]1[C:12]([CH3:13])=[CH:11][C:8]([CH2:9][NH2:10])=[CH:7][C:6]=1[Cl:14])(=O)C.Cl[C:16]([O:18][CH2:19][CH2:20][CH3:21])=[O:17], predict the reaction product. The product is: [NH2:10][CH2:9][C:8]1[CH:11]=[C:12]([CH3:13])[C:5]([NH:4][C:16](=[O:17])[O:18][CH2:19][CH2:20][CH3:21])=[C:6]([Cl:14])[CH:7]=1. (3) Given the reactants [NH2:1][C:2]1[CH:12]=[CH:11][C:5]([C:6]([O:8][CH2:9][CH3:10])=[O:7])=[CH:4][CH:3]=1.[Cl:13][C:14]1[CH:19]=[CH:18][C:17]([CH:20]([CH2:30][C:31](=[O:39])NC2C=CC=CC=2)[CH2:21][NH:22][C:23](=[O:29])[O:24][C:25]([CH3:28])([CH3:27])[CH3:26])=[CH:16][CH:15]=1, predict the reaction product. The product is: [C:25]([O:24][C:23]([NH:22][CH2:21][CH:20]([C:17]1[CH:18]=[CH:19][C:14]([Cl:13])=[CH:15][CH:16]=1)[CH2:30][C:31]([NH:1][C:2]1[CH:3]=[CH:4][C:5]([C:6]([O:8][CH2:9][CH3:10])=[O:7])=[CH:11][CH:12]=1)=[O:39])=[O:29])([CH3:28])([CH3:26])[CH3:27]. (4) Given the reactants [CH3:1][C:2]1[CH:7]=CC(P([C:3]2C=CC3[C:7](=CC=CC=3)[C:2]=2[C:1]2C3C(=CC=CC=3)C=CC=2P(C2C=[CH:7][C:2]([CH3:1])=[CH:3]C=2)C2C=[CH:7][C:2]([CH3:1])=[CH:3]C=2)C2C=[CH:7][C:2]([CH3:1])=[CH:3]C=2)=C[CH:3]=1.C1(C)C=CC=CC=1.[C:58]([C:62]1[CH:67]=[CH:66][C:65](Br)=[CH:64][CH:63]=1)([CH3:61])([CH3:60])[CH3:59].C([O:71]CC)C, predict the reaction product. The product is: [C:2]([O:71][C:65]1[CH:66]=[CH:67][C:62]([C:58]([CH3:61])([CH3:60])[CH3:59])=[CH:63][CH:64]=1)([CH3:7])([CH3:3])[CH3:1].